From a dataset of Reaction yield outcomes from USPTO patents with 853,638 reactions. Predict the reaction yield, written as a fraction of the theoretical maximum amount of product (1.0 means a 100% yield; for example, 0.34 means a 34% yield). (1) The reactants are F[C:2](F)(F)[C:3]([OH:5])=[O:4].[CH2:8]([N:15]1[CH2:20][CH:19]=[C:18]([C:21]([CH3:50])([CH3:49])[CH2:22][CH:23]2[NH:27][CH:26]([C:28]([OH:30])=O)[CH:25]([C:31]3[CH:36]=[CH:35][CH:34]=[C:33]([Cl:37])[C:32]=3[F:38])[C:24]2([C:41]2[CH:46]=[CH:45][C:44]([Cl:47])=[CH:43][C:42]=2[F:48])[C:39]#[N:40])[CH2:17][CH2:16]1)[C:9]1[CH:14]=[CH:13][CH:12]=[CH:11][CH:10]=1.CC1(C)O[C@@H:55]([CH2:57][CH2:58][NH2:59])[CH2:54]O1.[CH3:61]N(C(ON1N=NC2C=CC=NC1=2)=[N+](C)C)C.F[P-](F)(F)(F)(F)F.CCN(C(C)C)C(C)C. The catalyst is C(Cl)Cl. The product is [CH3:2][C:3]1([CH3:61])[O:5][C@@H:55]([CH2:57][CH2:58][NH:59][C:28]([CH:26]2[CH:25]([C:31]3[CH:36]=[CH:35][CH:34]=[C:33]([Cl:37])[C:32]=3[F:38])[C:24]([C:41]3[CH:46]=[CH:45][C:44]([Cl:47])=[CH:43][C:42]=3[F:48])([C:39]#[N:40])[CH:23]([CH2:22][C:21]([C:18]3[CH2:17][CH2:16][N:15]([CH2:8][C:9]4[CH:14]=[CH:13][CH:12]=[CH:11][CH:10]=4)[CH2:20][CH:19]=3)([CH3:49])[CH3:50])[NH:27]2)=[O:30])[CH2:54][O:4]1. The yield is 0.830. (2) The reactants are [CH2:1]([O:3][C@H:4]([C:10]1[CH:15]=[CH:14][C:13]([OH:16])=[CH:12][CH:11]=1)[CH2:5][C:6]([O:8][CH3:9])=[O:7])[CH3:2].[CH3:17][O:18][C:19]1[CH:27]=[CH:26][CH:25]=[C:24]2[C:20]=1[CH2:21][CH2:22][CH:23]2O.C1(P(C2C=CC=CC=2)C2C=CC=CC=2)C=CC=CC=1.C1(C)C=CC=CC=1.N(C(OCC)=O)=NC(OCC)=O. The catalyst is O1CCCC1. The product is [CH2:1]([O:3][C@H:4]([C:10]1[CH:15]=[CH:14][C:13]([O:16][CH:23]2[C:24]3[C:20](=[C:19]([O:18][CH3:17])[CH:27]=[CH:26][CH:25]=3)[CH2:21][CH2:22]2)=[CH:12][CH:11]=1)[CH2:5][C:6]([O:8][CH3:9])=[O:7])[CH3:2]. The yield is 0.530. (3) The product is [F:1][C:2]1[CH:3]=[C:4]([C:8]2[NH:38][C:37]3[N:36]([N:35]=[CH:34][C:33]=3[C:28]3[CH:29]=[CH:30][CH:31]=[CH:32][N:27]=3)[C:10](=[O:12])[CH:9]=2)[CH:5]=[CH:6][CH:7]=1. The catalyst is CCCCO. The reactants are [F:1][C:2]1[CH:3]=[C:4]([C:8](=O)[CH2:9][C:10]([O:12]CC)=O)[CH:5]=[CH:6][CH:7]=1.CC1C=CC(S(O)(=O)=O)=CC=1.[N:27]1[CH:32]=[CH:31][CH:30]=[CH:29][C:28]=1[C:33]1[CH:34]=[N:35][NH:36][C:37]=1[NH2:38]. The yield is 0.160. (4) The reactants are [Br-:1].C[N+](C)(C)C1C=CC=CC=1.BrBr.[CH3:14][C:15]1[S:16][C:17]([C:21](=[O:23])[CH3:22])=[C:18]([CH3:20])[N:19]=1.Br. The catalyst is C(OCC)C.C(#N)C.C(O)(=O)C. The product is [Br:1][CH2:22][C:21]([C:17]1[S:16][C:15]([CH3:14])=[N:19][C:18]=1[CH3:20])=[O:23]. The yield is 0.630. (5) The reactants are [CH:1]([C:3]1[CH:4]=[C:5]([CH:30]=[C:31]([C:33]([F:36])([F:35])[F:34])[CH:32]=1)[C:6]([NH:8][C:9]1[CH:14]=[CH:13][C:12]([CH3:15])=[C:11]([C:16]2[CH:21]=[C:20]([N:22]3[CH2:27][CH2:26][O:25][CH2:24][CH2:23]3)[C:19](=[O:28])[N:18]([CH3:29])[CH:17]=2)[CH:10]=1)=[O:7])=[O:2].[CH3:37][NH2:38].C(O)(C(F)(F)F)=O. The catalyst is C(O)C.[Pd]. The product is [CH3:15][C:12]1[CH:13]=[CH:14][C:9]([NH:8][C:6](=[O:7])[C:5]2[CH:30]=[C:31]([C:33]([F:36])([F:34])[F:35])[CH:32]=[C:3]([CH2:1][NH:38][CH3:37])[CH:4]=2)=[CH:10][C:11]=1[C:16]1[CH:21]=[C:20]([N:22]2[CH2:27][CH2:26][O:25][CH2:24][CH2:23]2)[C:19](=[O:28])[N:18]([CH3:29])[CH:17]=1.[OH:2][CH2:1][C:3]1[CH:4]=[C:5]([CH:30]=[C:31]([C:33]([F:34])([F:36])[F:35])[CH:32]=1)[C:6]([NH:8][C:9]1[CH:14]=[CH:13][C:12]([CH3:15])=[C:11]([C:16]2[CH:21]=[C:20]([N:22]3[CH2:23][CH2:24][O:25][CH2:26][CH2:27]3)[C:19](=[O:28])[N:18]([CH3:29])[CH:17]=2)[CH:10]=1)=[O:7]. The yield is 0.174.